From a dataset of Forward reaction prediction with 1.9M reactions from USPTO patents (1976-2016). Predict the product of the given reaction. (1) Given the reactants CC1(C)C2[CH:10]=[C:9]([C:12](=[O:30])[CH:13]=[CH:14][C:15]3[CH:29]=[CH:28][C:18]([C:19]([O:21][CH2:22][CH2:23][Si:24]([CH3:27])([CH3:26])[CH3:25])=[O:20])=[CH:17][CH:16]=3)[CH:8]=[CH:7]C=2C(C2C=CC(C)=CC=2)=CC1.[CH3:39][C:40]1([CH3:59])[C:48]2[C:43](=CC=C(C(=O)C)C=2)[C:42]([C:52]2[CH:57]=[CH:56][C:55]([CH3:58])=[CH:54][CH:53]=2)=[CH:41]1, predict the reaction product. The product is: [CH3:39][C:40]1([CH3:59])[C:48]2[C:43](=[CH:7][CH:8]=[C:9]([C:12](=[O:30])[CH:13]=[CH:14][C:15]3[CH:16]=[CH:17][C:18]([C:19]([O:21][CH2:22][CH2:23][Si:24]([CH3:25])([CH3:26])[CH3:27])=[O:20])=[CH:28][CH:29]=3)[CH:10]=2)[C:42]([C:52]2[CH:53]=[CH:54][C:55]([CH3:58])=[CH:56][CH:57]=2)=[CH:41]1. (2) Given the reactants [CH2:1]([C:3]1[C:11]2[C:6](=[CH:7][CH:8]=[CH:9][C:10]=2[NH:12][C:13]([C:15]2[N:19]3[CH:20]=[CH:21][CH:22]=[CH:23][C:18]3=[N:17][CH:16]=2)=[O:14])[N:5]([CH2:24][C:25]2[CH:30]=[CH:29][CH:28]=C(C=C)[N:26]=2)[N:4]=1)[CH3:2].C[N+]1([O-])CC[O:37]CC1.[CH3:41][C:42]([CH3:44])=[O:43].O, predict the reaction product. The product is: [OH:43][CH:42]([C:44]1[N:26]=[C:25]([CH2:24][N:5]2[C:6]3[C:11](=[C:10]([NH:12][C:13]([C:15]4[N:19]5[CH:20]=[CH:21][CH:22]=[CH:23][C:18]5=[N:17][CH:16]=4)=[O:14])[CH:9]=[CH:8][CH:7]=3)[C:3]([CH2:1][CH3:2])=[N:4]2)[CH:30]=[CH:29][CH:28]=1)[CH2:41][OH:37]. (3) Given the reactants [CH3:1][S:2]([C:5]1[CH:10]=[C:9]([C@@H:11]([NH:15][C:16]([C:18]2[C:19]3[CH:26]=[N:25][N:24]([C:27]4[CH:32]=[CH:31][C:30]([F:33])=[CH:29][CH:28]=4)[C:20]=3[CH:21]=[N:22][CH:23]=2)=[O:17])[CH2:12][CH:13]=O)[CH:8]=[CH:7][N:6]=1)(=[O:4])=[O:3].[NH:34]1[CH2:39][CH2:38][O:37][CH2:36][CH2:35]1.C(O)(=O)C.C(O[BH-](OC(=O)C)OC(=O)C)(=O)C.[Na+], predict the reaction product. The product is: [CH3:1][S:2]([C:5]1[CH:10]=[C:9]([C@@H:11]([NH:15][C:16]([C:18]2[C:19]3[CH:26]=[N:25][N:24]([C:27]4[CH:28]=[CH:29][C:30]([F:33])=[CH:31][CH:32]=4)[C:20]=3[CH:21]=[N:22][CH:23]=2)=[O:17])[CH2:12][CH2:13][N:34]2[CH2:39][CH2:38][O:37][CH2:36][CH2:35]2)[CH:8]=[CH:7][N:6]=1)(=[O:4])=[O:3]. (4) The product is: [C:1]([O:4][C:5]1[CH:25]=[CH:24][C:8]([C@H:9]2[C@@H:18]([OH:19])[C:17]3[C:12](=[CH:13][C:14]([O:20][C:21](=[O:23])[CH3:22])=[CH:15][CH:16]=3)[O:11][CH2:10]2)=[CH:7][CH:6]=1)(=[O:3])[CH3:2]. Given the reactants [C:1]([O:4][C:5]1[CH:25]=[CH:24][C:8]([CH:9]2[C:18](=[O:19])[C:17]3[C:12](=[CH:13][C:14]([O:20][C:21](=[O:23])[CH3:22])=[CH:15][CH:16]=3)[O:11][CH2:10]2)=[CH:7][CH:6]=1)(=[O:3])[CH3:2], predict the reaction product. (5) Given the reactants C(OC(=O)[NH:7][CH2:8][C:9]#[C:10][C:11]1[N:19]=[C:18]2[C:14]([N:15]=[CH:16][N:17]2[C@@H:20]2[CH2:24][C@H:23]([NH:25][C:26](=[O:29])[CH2:27][OH:28])[C@@H:22]([OH:30])[C@H:21]2[OH:31])=[C:13]([NH:32][C@H:33]([CH2:41][OH:42])[CH2:34][C:35]2[CH:40]=[CH:39][CH:38]=[CH:37][CH:36]=2)[N:12]=1)(C)(C)C, predict the reaction product. The product is: [NH2:7][CH2:8][C:9]#[C:10][C:11]1[N:19]=[C:18]2[C:14]([N:15]=[CH:16][N:17]2[C@@H:20]2[CH2:24][C@H:23]([NH:25][C:26](=[O:29])[CH2:27][OH:28])[C@@H:22]([OH:30])[C@H:21]2[OH:31])=[C:13]([NH:32][C@H:33]([CH2:41][OH:42])[CH2:34][C:35]2[CH:36]=[CH:37][CH:38]=[CH:39][CH:40]=2)[N:12]=1. (6) Given the reactants [N:1]1([C:7]2[CH:8]=[N:9][C:10]3[C:15]([N:16]=2)=[CH:14][C:13]([C:17]2[CH:22]=[CH:21][C:20]([NH2:23])=[CH:19][CH:18]=2)=[CH:12][CH:11]=3)[CH2:6][CH2:5][O:4][CH2:3][CH2:2]1.[CH:24]1([N:27]=[C:28]=[O:29])[CH2:26][CH2:25]1, predict the reaction product. The product is: [CH:24]1([NH:27][C:28]([NH:23][C:20]2[CH:21]=[CH:22][C:17]([C:13]3[CH:14]=[C:15]4[C:10](=[CH:11][CH:12]=3)[N:9]=[CH:8][C:7]([N:1]3[CH2:2][CH2:3][O:4][CH2:5][CH2:6]3)=[N:16]4)=[CH:18][CH:19]=2)=[O:29])[CH2:26][CH2:25]1.